Predict the reactants needed to synthesize the given product. From a dataset of Full USPTO retrosynthesis dataset with 1.9M reactions from patents (1976-2016). Given the product [I:12][C:9]1[CH:10]=[CH:11][C:6]([O:5][CH2:4][CH2:3][CH2:2][N:16]2[CH2:17][CH2:18][CH2:19][C:14]([CH3:20])([CH3:13])[CH2:15]2)=[CH:7][CH:8]=1, predict the reactants needed to synthesize it. The reactants are: Cl[CH2:2][CH2:3][CH2:4][O:5][C:6]1[CH:11]=[CH:10][C:9]([I:12])=[CH:8][CH:7]=1.[CH3:13][C:14]1([CH3:20])[CH2:19][CH2:18][CH2:17][NH:16][CH2:15]1.[I-].[Na+].C(=O)([O-])[O-].[K+].[K+].